This data is from Forward reaction prediction with 1.9M reactions from USPTO patents (1976-2016). The task is: Predict the product of the given reaction. (1) The product is: [C:23]([N:3]1[C:4]2[CH:10]=[CH:9][CH:8]=[CH:7][C:5]=2[N:6]=[C:2]1[CH3:1])([O:22][C:19]([CH3:21])([CH3:20])[CH3:18])=[O:24]. Given the reactants [CH3:1][C:2]1[NH:3][C:4]2[CH:10]=[CH:9][CH:8]=[CH:7][C:5]=2[N:6]=1.C(N(CC)CC)C.[CH3:18][C:19]([O:22][C:23](O[C:23]([O:22][C:19]([CH3:21])([CH3:20])[CH3:18])=[O:24])=[O:24])([CH3:21])[CH3:20], predict the reaction product. (2) Given the reactants [OH:1][CH:2]1[CH2:7][CH2:6][N:5]([C:8]([N:10]2[CH2:15][CH:14]([C:16]3[CH:21]=[CH:20][C:19]([C:22]([F:25])([F:24])[F:23])=[CH:18][CH:17]=3)[CH2:13][CH:12]([C:26](O)=[O:27])[CH2:11]2)=[O:9])[CH2:4][CH2:3]1.[F:29][C:30]1[CH:35]=[CH:34][CH:33]=[CH:32][C:31]=1[C:36](=[N:38]O)[NH2:37], predict the reaction product. The product is: [F:29][C:30]1[CH:35]=[CH:34][CH:33]=[CH:32][C:31]=1[C:36]1[N:38]=[C:26]([CH:12]2[CH2:13][CH:14]([C:16]3[CH:17]=[CH:18][C:19]([C:22]([F:24])([F:25])[F:23])=[CH:20][CH:21]=3)[CH2:15][N:10]([C:8]([N:5]3[CH2:6][CH2:7][CH:2]([OH:1])[CH2:3][CH2:4]3)=[O:9])[CH2:11]2)[O:27][N:37]=1. (3) Given the reactants [NH2:1][C:2]1[C:11]([CH3:12])=[CH:10][CH:9]=[CH:8][C:3]=1[C:4]([NH:6][CH3:7])=[O:5].S([O-])(O)=O.[Na+].[CH:18](=O)[C:19]1[CH:24]=[CH:23][C:22]([O:25][CH3:26])=[CH:21][CH:20]=1, predict the reaction product. The product is: [CH3:26][O:25][C:22]1[CH:23]=[CH:24][C:19]([C:18]2[N:6]([CH3:7])[C:4](=[O:5])[C:3]3[C:2](=[C:11]([CH3:12])[CH:10]=[CH:9][CH:8]=3)[N:1]=2)=[CH:20][CH:21]=1. (4) Given the reactants [NH2:1][C:2]1[N:9]=[C:8]([C:10]2[CH:15]=[CH:14][CH:13]=[CH:12][C:11]=2[O:16][Si](C(C)(C)C)(C)C)[CH:7]=[C:6]([C:24]2[CH:29]=[CH:28][CH:27]=[C:26]([N+:30]([O-])=O)[CH:25]=2)[C:3]=1[C:4]#[N:5].[CH:33]1([C:39](Cl)=[O:40])[CH2:38][CH2:37][CH2:36][CH2:35][CH2:34]1, predict the reaction product. The product is: [NH2:30][C:26]1[CH:25]=[C:24]([C:6]2[CH:7]=[C:8]([C:10]3[CH:15]=[CH:14][CH:13]=[CH:12][C:11]=3[OH:16])[N:9]=[C:2]([NH:1][C:39]([CH:33]3[CH2:38][CH2:37][CH2:36][CH2:35][CH2:34]3)=[O:40])[C:3]=2[C:4]#[N:5])[CH:29]=[CH:28][CH:27]=1. (5) The product is: [CH:1]([N:4]1[C:8]([C:9]2[CH2:14][O:13][CH2:12][CH2:11][C:10]=2[CH2:15][OH:16])=[CH:7][CH:6]=[N:5]1)([CH3:3])[CH3:2]. Given the reactants [CH:1]([N:4]1[C:8]([C:9]2[CH2:14][O:13][CH2:12][CH2:11][C:10]=2[C:15](OCC)=[O:16])=[CH:7][CH:6]=[N:5]1)([CH3:3])[CH3:2].[H-].[H-].[H-].[H-].[Li+].[Al+3], predict the reaction product. (6) Given the reactants Br[CH2:2][C:3]([C:5]1([C:9]2[CH:14]=[CH:13][C:12]([Cl:15])=[C:11]([Cl:16])[CH:10]=2)[CH2:8][CH2:7][CH2:6]1)=[O:4].[C:17]1(=[O:27])[NH:21][C:20](=[O:22])[C:19]2=[CH:23][CH:24]=[CH:25][CH:26]=[C:18]12.[K], predict the reaction product. The product is: [Cl:16][C:11]1[CH:10]=[C:9]([C:5]2([C:3](=[O:4])[CH2:2][N:21]3[C:17](=[O:27])[C:18]4[C:19](=[CH:23][CH:24]=[CH:25][CH:26]=4)[C:20]3=[O:22])[CH2:8][CH2:7][CH2:6]2)[CH:14]=[CH:13][C:12]=1[Cl:15]. (7) The product is: [NH2:13][CH2:12][CH2:11][CH2:10][CH2:9][CH2:8][CH2:7][N:4]1[CH:5]=[CH:6][N:2]([CH3:1])[C:3]1=[C:24]1[N:28]=[CH:27][CH:26]=[N:25]1. Given the reactants [CH3:1][N:2]1[CH:6]=[CH:5][N:4]([CH2:7][CH2:8][CH2:9][CH2:10][CH2:11][CH2:12][N:13]2C(=O)C3=CC=CC=C3C2=O)[C:3]1=[C:24]1[N:28]=[CH:27][CH:26]=[N:25]1, predict the reaction product. (8) Given the reactants C[O:2][C:3]([CH:5]1[CH2:10][CH2:9][CH2:8][CH:7]([C:11]([C:13]2[CH:18]=[CH:17][C:16]([C:19]3[CH:24]=[CH:23][C:22]([NH2:25])=[CH:21][CH:20]=3)=[CH:15][CH:14]=2)=[O:12])[CH2:6]1)=[O:4].Cl[C:27]1[S:28][C:29]2[CH:35]=[C:34]([Cl:36])[CH:33]=[CH:32][C:30]=2[N:31]=1.[OH-].[Na+].Cl, predict the reaction product. The product is: [Cl:36][C:34]1[CH:33]=[CH:32][C:30]2[N:31]=[C:27]([NH:25][C:22]3[CH:21]=[CH:20][C:19]([C:16]4[CH:17]=[CH:18][C:13]([C:11]([C@@H:7]5[CH2:8][CH2:9][CH2:10][C@H:5]([C:3]([OH:4])=[O:2])[CH2:6]5)=[O:12])=[CH:14][CH:15]=4)=[CH:24][CH:23]=3)[S:28][C:29]=2[CH:35]=1. (9) Given the reactants [CH2:1]([N:8]1[CH2:12][CH2:11][C@@H:10]([NH:13][C:14]2[C:24]([F:25])=[CH:23][C:17]([C:18]([O:20][CH2:21][CH3:22])=[O:19])=[C:16](Cl)[N:15]=2)[CH2:9]1)[C:2]1[CH:7]=[CH:6][CH:5]=[CH:4][CH:3]=1.C([O-])=O.[NH4+], predict the reaction product. The product is: [CH2:1]([N:8]1[CH2:12][CH2:11][C@@H:10]([NH:13][C:14]2[C:24]([F:25])=[CH:23][C:17]([C:18]([O:20][CH2:21][CH3:22])=[O:19])=[CH:16][N:15]=2)[CH2:9]1)[C:2]1[CH:7]=[CH:6][CH:5]=[CH:4][CH:3]=1.